Dataset: Full USPTO retrosynthesis dataset with 1.9M reactions from patents (1976-2016). Task: Predict the reactants needed to synthesize the given product. (1) Given the product [F:1][C:2]1[CH:30]=[CH:29][CH:28]=[CH:27][C:3]=1[CH2:4][N:5]1[C:9]2=[N:10][CH:11]=[CH:12][CH:13]=[C:8]2[C:7]([C:14]2[N:15]=[C:16]([N:36]3[CH2:37][CH:33]([C:32]([F:40])([F:39])[F:31])[CH2:34][C:35]3=[O:38])[C:17]3[C:22]([CH3:24])([CH3:23])[C:21](=[O:25])[NH:20][C:18]=3[N:19]=2)=[N:6]1, predict the reactants needed to synthesize it. The reactants are: [F:1][C:2]1[CH:30]=[CH:29][CH:28]=[CH:27][C:3]=1[CH2:4][N:5]1[C:9]2=[N:10][CH:11]=[CH:12][CH:13]=[C:8]2[C:7]([C:14]2[N:15]=[C:16](I)[C:17]3[C:22]([CH3:24])([CH3:23])[C:21](=[O:25])[NH:20][C:18]=3[N:19]=2)=[N:6]1.[F:31][C:32]([F:40])([F:39])[CH:33]1[CH2:37][NH:36][C:35](=[O:38])[CH2:34]1.C(=O)([O-])[O-].[Cs+].[Cs+].OC1C=CC=CC=1C=NO. (2) Given the product [N:1]1[CH:2]=[CH:3][C:4]([C:7]2[S:11][C:10]([C:12]([N:16]3[CH2:17][CH2:18][C:19]4[C:24](=[CH:23][CH:22]=[CH:21][CH:20]=4)[CH2:15]3)=[O:14])=[CH:9][CH:8]=2)=[CH:5][CH:6]=1, predict the reactants needed to synthesize it. The reactants are: [N:1]1[CH:6]=[CH:5][C:4]([C:7]2[S:11][C:10]([C:12]([OH:14])=O)=[CH:9][CH:8]=2)=[CH:3][CH:2]=1.[CH2:15]1[C:24]2[C:19](=[CH:20][CH:21]=[CH:22][CH:23]=2)[CH2:18][CH2:17][NH:16]1. (3) Given the product [Cl:17][C:18]1[CH:19]=[C:20]2[C:25](=[CH:26][CH:27]=1)[C@@:24]1([CH2:33][O:32][C:31]3[CH:34]=[CH:35][C:36]([C:38]([O:40][CH3:41])=[O:39])=[CH:37][C:30]=3[N:29]([CH2:42][C@@H:43]3[CH2:46][CH2:45][C@H:44]3[C@@H:47]([OH:48])/[CH:6]=[CH:1]/[CH2:2][CH2:3][CH3:4])[CH2:28]1)[CH2:23][CH2:22][CH2:21]2, predict the reactants needed to synthesize it. The reactants are: [CH:1]1[CH2:6]C[CH2:4][CH2:3][CH:2]=1.C#CCCC.C([Zn]CC)C.[Cl:17][C:18]1[CH:19]=[C:20]2[C:25](=[CH:26][CH:27]=1)[C@@:24]1([CH2:33][O:32][C:31]3[CH:34]=[CH:35][C:36]([C:38]([O:40][CH3:41])=[O:39])=[CH:37][C:30]=3[N:29]([CH2:42][C@@H:43]3[CH2:46][CH2:45][C@H:44]3[CH:47]=[O:48])[CH2:28]1)[CH2:23][CH2:22][CH2:21]2. (4) Given the product [Cl:1][C:2]1[CH:7]=[CH:6][C:5]([CH2:8][N:25]2[C:26]([CH3:28])=[CH:27][C:23]([C:21]3[O:20][N:19]=[C:18]([C:15]4[CH:16]=[CH:17][C:12]([O:11][CH3:10])=[CH:13][CH:14]=4)[N:22]=3)=[N:24]2)=[CH:4][N:3]=1, predict the reactants needed to synthesize it. The reactants are: [Cl:1][C:2]1[CH:7]=[CH:6][C:5]([CH2:8]Cl)=[CH:4][N:3]=1.[CH3:10][O:11][C:12]1[CH:17]=[CH:16][C:15]([C:18]2[N:22]=[C:21]([C:23]3[CH:27]=[C:26]([CH3:28])[NH:25][N:24]=3)[O:20][N:19]=2)=[CH:14][CH:13]=1. (5) Given the product [Cl:35][C:18]1[CH:17]=[C:16]([C:12]([CH3:13])([CH3:15])[CH3:14])[CH:26]=[CH:25][C:19]=1[C:20]([NH:22][CH2:23][CH3:24])=[O:21], predict the reactants needed to synthesize it. The reactants are: [Li]C(CC)C.C1CCCCC1.[C:12]([C:16]1[CH:26]=[CH:25][C:19]([C:20]([NH:22][CH2:23][CH3:24])=[O:21])=[CH:18][CH:17]=1)([CH3:15])([CH3:14])[CH3:13].CN(CCN(C)C)C.[Cl:35]C(Cl)(Cl)C(Cl)(Cl)Cl.C([O-])(O)=O.[Na+]. (6) Given the product [F:35][C:36]1[CH:37]=[C:38]([C:43]2([CH2:47][C:48]([O:50][CH2:51][CH3:52])=[O:49])[CH2:46][O:45][CH2:44]2)[CH:39]=[CH:40][C:41]=1[O:42][CH2:71][C:72]1[CH:81]=[CH:80][C:79]2[C:78]([CH3:83])([CH3:82])[CH2:77][CH2:76][C:75]([CH3:85])([CH3:84])[C:74]=2[CH:73]=1, predict the reactants needed to synthesize it. The reactants are: FC(F)(F)C1C=CC(C2C=CC=C(COC3C=CC(C4(CC(OCC)=O)COC4)=CC=3)C=2)=CC=1.[F:35][C:36]1[CH:37]=[C:38]([C:43]2([CH2:47][C:48]([O:50][CH2:51][CH3:52])=[O:49])[CH2:46][O:45][CH2:44]2)[CH:39]=[CH:40][C:41]=1[OH:42].OC1C=CC(C2(CC(OCC)=O)COC2)=CC=1.Br[CH2:71][C:72]1[CH:73]=[C:74]2[C:79](=[CH:80][CH:81]=1)[C:78]([CH3:83])([CH3:82])[CH2:77][CH2:76][C:75]2([CH3:85])[CH3:84]. (7) Given the product [NH2:2][C:1]1[NH:23][N:22]=[C:7]([NH:12][C:13]2[CH:20]=[CH:19][CH:18]=[C:15]([C:16]#[N:17])[CH:14]=2)[C:3]=1[C:4]([NH2:6])=[O:5], predict the reactants needed to synthesize it. The reactants are: [C:1]([C:3](=[C:7](SC)SC)[C:4]([NH2:6])=[O:5])#[N:2].[NH2:12][C:13]1[CH:14]=[C:15]([CH:18]=[CH:19][CH:20]=1)[C:16]#[N:17].O.[NH2:22][NH2:23]. (8) Given the product [Cl:15][C:4]1[C:3]2[C:8](=[CH:9][CH:10]=[CH:11][C:2]=2[CH3:1])[N:7]=[CH:6][N:5]=1, predict the reactants needed to synthesize it. The reactants are: [CH3:1][C:2]1[CH:11]=[CH:10][CH:9]=[C:8]2[C:3]=1[C:4](=O)[NH:5][CH:6]=[N:7]2.O=P(Cl)(Cl)[Cl:15]. (9) The reactants are: I[C:2]1[C:10]2[C:5](=[N:6][CH:7]=[N:8][C:9]=2[NH2:11])[N:4]([C@H:12]2[CH2:17][CH2:16][C@@H:15]([N:18]3[CH2:23][CH2:22][N:21]([CH3:24])[CH2:20][CH2:19]3)[CH2:14][CH2:13]2)[N:3]=1.CC1(C)C(C)(C)OB([C:33]2[CH:38]=[CH:37][C:36]([C:39]3[N:40]=[C:41]4[CH:46]=[CH:45][CH:44]=[CH:43][N:42]4[CH:47]=3)=[CH:35][CH:34]=2)O1. Given the product [N:40]1[C:39]([C:36]2[CH:37]=[CH:38][C:33]([C:2]3[C:10]4[C:5](=[N:6][CH:7]=[N:8][C:9]=4[NH2:11])[N:4]([C@H:12]4[CH2:17][CH2:16][C@@H:15]([N:18]5[CH2:23][CH2:22][N:21]([CH3:24])[CH2:20][CH2:19]5)[CH2:14][CH2:13]4)[N:3]=3)=[CH:34][CH:35]=2)=[CH:47][N:42]2[CH:43]=[CH:44][CH:45]=[CH:46][C:41]=12, predict the reactants needed to synthesize it.